Dataset: Full USPTO retrosynthesis dataset with 1.9M reactions from patents (1976-2016). Task: Predict the reactants needed to synthesize the given product. (1) Given the product [C:1]1([S:7][CH2:8][C:9]2[CH:17]=[CH:16][C:12]([C:13]([Cl:26])=[O:14])=[CH:11][CH:10]=2)[CH:6]=[CH:5][CH:4]=[CH:3][CH:2]=1, predict the reactants needed to synthesize it. The reactants are: [C:1]1([S:7][CH2:8][C:9]2[CH:17]=[CH:16][C:12]([C:13](O)=[O:14])=[CH:11][CH:10]=2)[CH:6]=[CH:5][CH:4]=[CH:3][CH:2]=1.CN(C)C=O.C(Cl)(=O)C([Cl:26])=O. (2) Given the product [C:1]([O:5][C:6](=[O:37])[CH2:7][CH:8]([NH:15][S:16]([C:19]1[CH:24]=[CH:23][C:22]([NH:25][C:26](=[O:28])[CH3:27])=[CH:21][C:20]=1[OH:29])(=[O:18])=[O:17])[C:9]([N:11]([O:13][CH3:14])[CH3:12])=[O:10])([CH3:4])([CH3:2])[CH3:3], predict the reactants needed to synthesize it. The reactants are: [C:1]([O:5][C:6](=[O:37])[CH2:7][CH:8]([NH:15][S:16]([C:19]1[CH:24]=[CH:23][C:22]([NH:25][C:26](=[O:28])[CH3:27])=[CH:21][C:20]=1[O:29]CC1C=CC=CC=1)(=[O:18])=[O:17])[C:9]([N:11]([O:13][CH3:14])[CH3:12])=[O:10])([CH3:4])([CH3:3])[CH3:2].[H][H]. (3) Given the product [C:14]1([C:13]2[CH:12]=[CH:22][CH:21]=[CH:20][CH:19]=2)[CH:33]=[CH:34][CH:29]=[CH:30][CH:31]=1, predict the reactants needed to synthesize it. The reactants are: C(Cl)Cl.CC1(C)C(C)(C)OB([C:12]2[CH:22]=[CH:21][CH:20]=[CH:19][C:13]=2[C:14](OCC)=O)O1.C(OC([C:29]1[CH:34]=[CH:33]C=[CH:31][C:30]=1B(O)O)=O)C. (4) Given the product [F:16][C:6]1[C:5]([S:2](=[O:4])(=[O:3])[NH:31][C:27]2([C:26]([F:33])([F:32])[F:25])[CH2:30][CH2:29][CH2:28]2)=[CH:9][N:8]([CH3:10])[C:7]=1[C:11]([O:13][CH2:14][CH3:15])=[O:12], predict the reactants needed to synthesize it. The reactants are: Cl[S:2]([C:5]1[C:6]([F:16])=[C:7]([C:11]([O:13][CH2:14][CH3:15])=[O:12])[N:8]([CH3:10])[CH:9]=1)(=[O:4])=[O:3].C([O-])(O)=O.[Na+].C(#N)C.[F:25][C:26]([F:33])([F:32])[C:27]1([NH2:31])[CH2:30][CH2:29][CH2:28]1.